Dataset: Catalyst prediction with 721,799 reactions and 888 catalyst types from USPTO. Task: Predict which catalyst facilitates the given reaction. (1) Reactant: [Br:1][C:2]1[CH:7]=[CH:6][C:5]([CH2:8][C:9]([OH:11])=O)=[CH:4][CH:3]=1.O=S(Cl)Cl.[CH3:16][N:17](C=O)C.CN. Product: [Br:1][C:2]1[CH:7]=[CH:6][C:5]([CH2:8][C:9]([NH:17][CH3:16])=[O:11])=[CH:4][CH:3]=1. The catalyst class is: 20. (2) Reactant: [C:1]([C:3]1[CH:4]=[C:5]([CH:9]=[CH:10][CH:11]=1)[C:6]([OH:8])=O)#[N:2].C1C=CC2N(O)N=NC=2C=1.CCN=C=NCCCN(C)C.CCN(C(C)C)C(C)C.[NH2:42][CH:43]1[CH:47]([OH:48])[CH2:46][N:45]([C:49]([O:51][C:52]([CH3:55])([CH3:54])[CH3:53])=[O:50])[CH2:44]1. Product: [C:1]([C:3]1[CH:4]=[C:5]([CH:9]=[CH:10][CH:11]=1)[C:6]([NH:42][CH:43]1[CH:47]([OH:48])[CH2:46][N:45]([C:49]([O:51][C:52]([CH3:55])([CH3:54])[CH3:53])=[O:50])[CH2:44]1)=[O:8])#[N:2]. The catalyst class is: 2. (3) Reactant: C1([NH2+]C2CCCCC2)CCCCC1.[C:14]([O:18][C:19]([NH:21][C@@H:22]([C:29]([O-])=[O:30])[CH2:23][O:24][C:25]([CH3:28])([CH3:27])[CH3:26])=[O:20])([CH3:17])([CH3:16])[CH3:15].C(O)(=O)CC(CC(O)=O)(C(O)=O)O. Product: [C:25]([O:24][CH2:23][C@@H:22]([NH:21][C:19](=[O:20])[O:18][C:14]([CH3:17])([CH3:16])[CH3:15])[CH2:29][OH:30])([CH3:27])([CH3:28])[CH3:26]. The catalyst class is: 13.